This data is from Reaction yield outcomes from USPTO patents with 853,638 reactions. The task is: Predict the reaction yield, written as a fraction of the theoretical maximum amount of product (1.0 means a 100% yield; for example, 0.34 means a 34% yield). The reactants are [Cl:1][C:2]1[N:10]=[C:9]([Cl:11])[CH:8]=[CH:7][C:3]=1[C:4](Cl)=[O:5].[Al+3].[Cl-].[Cl-].[Cl-].[C:16]([Cl:19])([Cl:18])=[CH2:17].Cl. The catalyst is C(Cl)Cl. The product is [Cl:18][C:16]([Cl:19])=[CH:17][C:4]([C:3]1[C:2]([Cl:1])=[N:10][C:9]([Cl:11])=[CH:8][CH:7]=1)=[O:5]. The yield is 0.680.